From a dataset of Forward reaction prediction with 1.9M reactions from USPTO patents (1976-2016). Predict the product of the given reaction. Given the reactants CO[C:3](=[O:17])[C:4]1[CH:9]=[CH:8][CH:7]=[C:6]([C:10]2[CH:15]=[CH:14][N:13]=[C:12]([CH3:16])[CH:11]=2)[CH:5]=1.[C:18]([C:21]1C=C(B(O)O)C=CC=1)([OH:20])=[O:19].Br[C:31]1[CH:36]=[CH:35]N=C(C)C=1.O=S(Cl)Cl.[C:42](#N)C, predict the reaction product. The product is: [C:36]([O:20][C:18](=[O:19])[CH2:21][C:3]([C:4]1[CH:9]=[CH:8][CH:7]=[C:6]([C:10]2[CH:15]=[CH:14][N:13]=[C:12]([CH3:16])[CH:11]=2)[CH:5]=1)=[O:17])([CH3:35])([CH3:31])[CH3:42].